This data is from Acute oral toxicity (LD50) regression data from Zhu et al.. The task is: Regression/Classification. Given a drug SMILES string, predict its toxicity properties. Task type varies by dataset: regression for continuous values (e.g., LD50, hERG inhibition percentage) or binary classification for toxic/non-toxic outcomes (e.g., AMES mutagenicity, cardiotoxicity, hepatotoxicity). Dataset: ld50_zhu. (1) The compound is Cc1cc(F)ccc1NC(=O)c1cc(Cl)cc(-c2ccc(Cl)cc2)c1O. The rat oral LD50 is 2.19, given as -log10 of the dose in mol/kg body weight (higher means more acutely toxic). (2) The compound is N=C(N)NCC1CCC(C(=O)Oc2ccccc2C(=O)OCc2ccccc2)CC1. The rat oral LD50 is 1.71, given as -log10 of the dose in mol/kg body weight (higher means more acutely toxic).